From a dataset of Forward reaction prediction with 1.9M reactions from USPTO patents (1976-2016). Predict the product of the given reaction. (1) The product is: [C:1]1([C:11]2[CH:16]=[CH:15][CH:14]=[CH:13][CH:12]=2)[CH:6]=[CH:5][CH:4]=[CH:3][C:2]=1[CH2:7][N:8]1[C:19]([CH3:21])=[C:18]([C:17]([O:23][CH3:24])=[O:22])[N:10]=[N:9]1. Given the reactants [C:1]1([C:11]2[CH:16]=[CH:15][CH:14]=[CH:13][CH:12]=2)[CH:6]=[CH:5][CH:4]=[CH:3][C:2]=1[CH2:7][N:8]=[N+:9]=[N-:10].[C:17]([O:23][CH3:24])(=[O:22])[CH2:18][C:19]([CH3:21])=O.C(=O)([O-])[O-].[K+].[K+].O, predict the reaction product. (2) Given the reactants [C:1]([O:5][C:6]([N:8]1[C:13]([CH3:14])=[CH:12][CH2:11][CH2:10][CH:9]1[CH:15]1[CH2:19][CH2:18][CH2:17][CH2:16]1)=[O:7])([CH3:4])([CH3:3])[CH3:2].C([BH3-])#N.[Na+].C(O)(C(F)(F)F)=O.CCOC(C)=O, predict the reaction product. The product is: [C:6]([N:8]1[C@@H:9]([CH:15]2[CH2:19][CH2:18][CH2:17][CH2:16]2)[CH2:10][CH2:11][CH2:12][C@@H:13]1[CH3:14])([O:5][C:1]([CH3:4])([CH3:3])[CH3:2])=[O:7]. (3) The product is: [Cl:22][C:17]1[CH:18]=[CH:19][CH:20]=[CH:21][C:16]=1[S:15][C:4]1[CH:3]=[C:2]([OH:25])[CH:7]=[N:6][C:5]=1[NH:8][C:9]1[S:10][CH:11]=[C:12]([CH3:14])[N:13]=1. Given the reactants Br[C:2]1[CH:3]=[C:4]([S:15][C:16]2[CH:21]=[CH:20][CH:19]=[CH:18][C:17]=2[Cl:22])[C:5]([NH:8][C:9]2[S:10][CH:11]=[C:12]([CH3:14])[N:13]=2)=[N:6][CH:7]=1.CC1(C)C(C)(C)OB(B2OC(C)(C)C(C)(C)O2)[O:25]1.C1(P(C2CCCC2)C2CCCC2)CCCC1.[F-].[Cs+], predict the reaction product. (4) Given the reactants Br[C:2]1[N:3]([CH2:9][O:10][CH2:11][CH2:12][Si:13]([CH3:16])([CH3:15])[CH3:14])[CH:4]=[C:5]([C:7]#[N:8])[N:6]=1.[O:17]1[CH2:21]C[CH2:19][CH2:18]1.C([Mg]Cl)(C)C.C(=O)=[O:28].CC(C)=O, predict the reaction product. The product is: [CH2:18]([O:17][C:21]([C:2]1[N:3]([CH2:9][O:10][CH2:11][CH2:12][Si:13]([CH3:16])([CH3:15])[CH3:14])[CH:4]=[C:5]([C:7]#[N:8])[N:6]=1)=[O:28])[CH3:19]. (5) The product is: [C:1]([O:5][C:6]([NH:8][C@@H:9]([CH2:14][CH:15]([CH3:17])[CH3:16])[C@H:10]([OH:13])[CH2:11][Cl:12])=[O:7])([CH3:4])([CH3:3])[CH3:2]. Given the reactants [C:1]([O:5][C:6]([NH:8][C@@H:9]([CH2:14][CH:15]([CH3:17])[CH3:16])[C:10](=[O:13])[CH2:11][Cl:12])=[O:7])([CH3:4])([CH3:3])[CH3:2].C(O)=O.C(N(CC)CC)C, predict the reaction product. (6) Given the reactants [C:1]([O:5][C:6]([N:8]1[CH2:13][CH2:12][C@H:11]([C:14]2[CH:19]=[CH:18][C:17]([O:20][CH2:21][CH2:22][O:23][C:24]3[C:29]([Cl:30])=[CH:28][C:27]([CH3:31])=[CH:26][C:25]=3[Cl:32])=[CH:16][CH:15]=2)[C@@H:10]([C:33]([N:35]([CH2:39][C:40]2[CH:41]=[C:42]([CH:51]=[C:52]([CH2:54][CH2:55][CH2:56][O:57][CH3:58])[CH:53]=2)[O:43][CH2:44][C@@H:45]2[CH2:47][C@H:46]2[C:48]([OH:50])=[O:49])[CH:36]2[CH2:38][CH2:37]2)=[O:34])[CH2:9]1)=[O:7])([CH3:4])([CH3:3])[CH3:2].C(=O)([O-])[O-].[Cs+].[Cs+].Cl[CH2:66][C:67]([N:69]([CH3:71])[CH3:70])=[O:68], predict the reaction product. The product is: [CH:36]1([N:35]([CH2:39][C:40]2[CH:53]=[C:52]([CH2:54][CH2:55][CH2:56][O:57][CH3:58])[CH:51]=[C:42]([O:43][CH2:44][C@@H:45]3[CH2:47][C@H:46]3[C:48]([O:50][CH2:66][C:67]([N:69]([CH3:71])[CH3:70])=[O:68])=[O:49])[CH:41]=2)[C:33]([C@@H:10]2[C@@H:11]([C:14]3[CH:19]=[CH:18][C:17]([O:20][CH2:21][CH2:22][O:23][C:24]4[C:29]([Cl:30])=[CH:28][C:27]([CH3:31])=[CH:26][C:25]=4[Cl:32])=[CH:16][CH:15]=3)[CH2:12][CH2:13][N:8]([C:6]([O:5][C:1]([CH3:2])([CH3:4])[CH3:3])=[O:7])[CH2:9]2)=[O:34])[CH2:37][CH2:38]1. (7) The product is: [Si:31]([O:48][CH2:49][C:50]1[S:54][C:53]([C:55](=[O:56])[CH2:14][CH2:13][C:12](=[O:15])[CH:11]([C:8]2[CH:7]=[CH:6][C:5]([S:2]([CH3:1])(=[O:4])=[O:3])=[CH:10][CH:9]=2)[CH2:16][CH:17]2[CH2:22][CH2:21][O:20][CH2:19][CH2:18]2)=[N:52][N:51]=1)([C:44]([CH3:45])([CH3:46])[CH3:47])([C:32]1[CH:37]=[CH:36][CH:35]=[CH:34][CH:33]=1)[C:38]1[CH:43]=[CH:42][CH:41]=[CH:40][CH:39]=1. Given the reactants [CH3:1][S:2]([C:5]1[CH:10]=[CH:9][C:8]([CH:11]([CH2:16][CH:17]2[CH2:22][CH2:21][O:20][CH2:19][CH2:18]2)[C:12](=[O:15])[CH:13]=[CH2:14])=[CH:7][CH:6]=1)(=[O:4])=[O:3].C(O)C.O1CCCC1.[Si:31]([O:48][CH2:49][C:50]1[S:54][C:53]([CH:55]=[O:56])=[N:52][N:51]=1)([C:44]([CH3:47])([CH3:46])[CH3:45])([C:38]1[CH:43]=[CH:42][CH:41]=[CH:40][CH:39]=1)[C:32]1[CH:37]=[CH:36][CH:35]=[CH:34][CH:33]=1, predict the reaction product. (8) Given the reactants Cl.[Cl:2][C:3]1[CH:8]=[CH:7][C:6]([C@@H:9]2[NH:15][CH2:14][C:13]3[CH:16]=[CH:17][C:18]([C:20]([O:22][CH3:23])=[O:21])=[CH:19][C:12]=3[O:11][CH2:10]2)=[CH:5][CH:4]=1.CCN(CC)CC.[O:31]1[CH2:36][CH2:35][CH:34]([C:37](O)=[O:38])[CH2:33][CH2:32]1.ClC(Cl)C, predict the reaction product. The product is: [Cl:2][C:3]1[CH:4]=[CH:5][C:6]([C@@H:9]2[N:15]([C:37]([CH:34]3[CH2:35][CH2:36][O:31][CH2:32][CH2:33]3)=[O:38])[CH2:14][C:13]3[CH:16]=[CH:17][C:18]([C:20]([O:22][CH3:23])=[O:21])=[CH:19][C:12]=3[O:11][CH2:10]2)=[CH:7][CH:8]=1. (9) Given the reactants [C:1](Cl)(=[O:5])C(Cl)=O.[Cl:7][C:8]1[CH:13]=[CH:12][C:11]([C:14]2[S:18][C:17]([C:19](O)=[O:20])=[C:16]([C:22]3[CH:27]=[CH:26][C:25]([S:28](=[O:31])(=[O:30])[NH2:29])=[CH:24][CH:23]=3)[C:15]=2[CH3:32])=[CH:10][CH:9]=1.[CH2:33]([N:35]([CH2:38]C)[CH2:36]C)C.[CH3:40][N:41](C=O)C, predict the reaction product. The product is: [Cl:7][C:8]1[CH:9]=[CH:10][C:11]([C:14]2[S:18][C:17]([C:19]([N:41]([O:5][CH3:1])[CH3:40])=[O:20])=[C:16]([C:22]3[CH:27]=[CH:26][C:25]([S:28](=[O:31])(=[O:30])[N:29]=[CH:33][N:35]([CH3:38])[CH3:36])=[CH:24][CH:23]=3)[C:15]=2[CH3:32])=[CH:12][CH:13]=1. (10) Given the reactants C(OC([N:8]1[CH2:13][CH2:12][CH:11]([O:14][C:15]2[N:16]=[N:17][C:18]([CH2:36][CH2:37][CH2:38][CH3:39])=[C:19]([C:21]3[CH:26]=[CH:25][C:24]([O:27][CH:28]4[CH2:33][CH2:32][CH2:31][CH2:30][CH2:29]4)=[C:23]([C:34]#[N:35])[CH:22]=3)[CH:20]=2)[CH2:10][CH2:9]1)=O)(C)(C)C.C(Cl)[Cl:41], predict the reaction product. The product is: [ClH:41].[ClH:41].[CH2:36]([C:18]1[N:17]=[N:16][C:15]([O:14][CH:11]2[CH2:12][CH2:13][NH:8][CH2:9][CH2:10]2)=[CH:20][C:19]=1[C:21]1[CH:26]=[CH:25][C:24]([O:27][CH:28]2[CH2:33][CH2:32][CH2:31][CH2:30][CH2:29]2)=[C:23]([CH:22]=1)[C:34]#[N:35])[CH2:37][CH2:38][CH3:39].